Dataset: Forward reaction prediction with 1.9M reactions from USPTO patents (1976-2016). Task: Predict the product of the given reaction. (1) Given the reactants C1(C[C:8]([O:10][CH:11]2CCCCO2)=[O:9])C=CC=CC=1.[C:17]1([C:23]2([C:29]([OH:31])=[O:30])[CH2:28][CH2:27][CH2:26][CH2:25][CH2:24]2)[CH:22]=[CH:21][CH:20]=[CH:19][CH:18]=1, predict the reaction product. The product is: [CH3:11][O:10][C:8]([C:20]1[CH:21]=[CH:22][C:17]([C:23]2([C:29]([OH:31])=[O:30])[CH2:28][CH2:27][CH2:26][CH2:25][CH2:24]2)=[CH:18][CH:19]=1)=[O:9].[CH3:11][O:10][C:8]([C:20]1[CH:19]=[CH:18][C:17]([CH2:23][C:29]([OH:31])=[O:30])=[CH:22][CH:21]=1)=[O:9]. (2) Given the reactants [CH3:1][C:2]1[C:11](C(OCC)=O)=[C:5]2[CH:6]=[C:7]([CH3:10])[CH:8]=[CH:9][N:4]2[N:3]=1.[OH-].[Na+], predict the reaction product. The product is: [CH3:1][C:2]1[CH:11]=[C:5]2[CH:6]=[C:7]([CH3:10])[CH:8]=[CH:9][N:4]2[N:3]=1. (3) Given the reactants [NH2:1][CH2:2][C:3]([NH:5][CH:6]([C:14]1[CH:19]=[CH:18][CH:17]=[C:16]([F:20])[CH:15]=1)[C:7]1[CH:12]=[CH:11][CH:10]=[C:9]([F:13])[CH:8]=1)=[O:4].[Cl:21][C:22]1[C:30]([C:31]([F:34])([F:33])[F:32])=[CH:29][CH:28]=[CH:27][C:23]=1[C:24](O)=[O:25], predict the reaction product. The product is: [F:20][C:16]1[CH:15]=[C:14]([CH:6]([NH:5][C:3]([CH2:2][NH:1][C:24](=[O:25])[C:23]2[CH:27]=[CH:28][CH:29]=[C:30]([C:31]([F:32])([F:33])[F:34])[C:22]=2[Cl:21])=[O:4])[C:7]2[CH:12]=[CH:11][CH:10]=[C:9]([F:13])[CH:8]=2)[CH:19]=[CH:18][CH:17]=1. (4) Given the reactants [CH2:1]([NH2:4])[CH2:2][NH2:3].[F:5][C:6]([F:18])([F:17])[O:7][C:8]1[CH:9]=[C:10]([CH:14]=[CH:15][CH:16]=1)[C:11](Cl)=O.[C:19](#[N:21])C, predict the reaction product. The product is: [F:5][C:6]([F:18])([F:17])[O:7][C:8]1[CH:9]=[C:10]([CH:14]=[CH:15][CH:16]=1)[CH2:11][N:3]1[CH2:2][CH2:1][N:4]([CH2:11][C:10]2[CH:14]=[CH:15][CH:16]=[C:8]([O:7][C:6]([F:5])([F:17])[F:18])[CH:9]=2)[C:19]1=[NH:21].